Predict the product of the given reaction. From a dataset of Forward reaction prediction with 1.9M reactions from USPTO patents (1976-2016). (1) Given the reactants [CH3:1][C:2]1[CH:3]=[CH:4][C:5]2[CH:6]=[CH:7][C:8]3[CH:9]=[CH:10][C:11]([CH3:16])=[N:12][C:13]=3[C:14]=2[N:15]=1.[CH2:17]1[CH2:21][O:20][CH2:19][CH2:18]1, predict the reaction product. The product is: [CH3:16][C:11]1[CH:10]=[CH:9][C:8]2[CH:7]=[CH:6][C:5]3[CH:4]=[CH:3][C:2]([CH3:1])=[N:15][C:14]=3[C:13]=2[N:12]=1.[CH2:17]1[CH2:21][O:20][CH2:19][CH2:18]1. (2) Given the reactants [Br:1][C:2]1[CH:3]=[C:4]2[C:9](=[CH:10][CH:11]=1)[O:8][CH2:7][CH:6]([NH2:12])[CH2:5]2.[C:13]([O:17][C:18]([N:20]1[CH2:25][C@@H:24]([CH3:26])[N:23]([CH2:27][CH2:28][CH2:29]Cl)[CH2:22][C@@H:21]1[CH3:31])=[O:19])([CH3:16])([CH3:15])[CH3:14].C([O-])([O-])=O.[K+].[K+], predict the reaction product. The product is: [C:13]([O:17][C:18]([N:20]1[CH2:25][C@@H:24]([CH3:26])[N:23]([CH2:27][CH2:28][CH2:29][NH:12][CH:6]2[CH2:5][C:4]3[C:9](=[CH:10][CH:11]=[C:2]([Br:1])[CH:3]=3)[O:8][CH2:7]2)[CH2:22][C@@H:21]1[CH3:31])=[O:19])([CH3:16])([CH3:15])[CH3:14]. (3) Given the reactants [Cl:1][C:2]1[CH:3]=[C:4]([C:8]2[N:9]=[C:10]([CH2:20][C:21]3[CH:26]=[CH:25][C:24]([CH2:27][C:28](O)=[O:29])=[CH:23][CH:22]=3)[C:11]3[S:17](=[O:19])(=[O:18])[CH2:16][CH2:15][CH2:14][C:12]=3[N:13]=2)[CH:5]=[CH:6][CH:7]=1.C(Cl)CCl.C1C=CC2N(O)N=[N:41]C=2C=1.N.CO, predict the reaction product. The product is: [Cl:1][C:2]1[CH:3]=[C:4]([C:8]2[N:9]=[C:10]([CH2:20][C:21]3[CH:26]=[CH:25][C:24]([CH2:27][C:28]([NH2:41])=[O:29])=[CH:23][CH:22]=3)[C:11]3[S:17](=[O:18])(=[O:19])[CH2:16][CH2:15][CH2:14][C:12]=3[N:13]=2)[CH:5]=[CH:6][CH:7]=1. (4) The product is: [C:1]([O:4][CH2:5][C:6]1[C:7]([N:37]2[CH2:49][CH2:48][N:40]3[C:41]4[CH2:42][CH2:43][CH2:44][CH2:45][C:46]=4[CH:47]=[C:39]3[C:38]2=[O:50])=[N:8][CH:9]=[CH:10][C:11]=1[C:12]1[CH:13]=[C:14]([NH:20][C:21]2[CH:36]=[C:24]3[CH2:25][NH:26][CH2:27][CH2:28][N:23]3[N:22]=2)[C:15](=[O:19])[N:16]([CH3:18])[CH:17]=1)(=[O:3])[CH3:2]. Given the reactants [C:1]([O:4][CH2:5][C:6]1[C:7]([N:37]2[CH2:49][CH2:48][N:40]3[C:41]4[CH2:42][CH2:43][CH2:44][CH2:45][C:46]=4[CH:47]=[C:39]3[C:38]2=[O:50])=[N:8][CH:9]=[CH:10][C:11]=1[C:12]1[CH:13]=[C:14]([NH:20][C:21]2[CH:36]=[C:24]3[CH2:25][N:26](C(OC(C)(C)C)=O)[CH2:27][CH2:28][N:23]3[N:22]=2)[C:15](=[O:19])[N:16]([CH3:18])[CH:17]=1)(=[O:3])[CH3:2].Cl.O1CCOCC1, predict the reaction product. (5) Given the reactants Br[C:2]1[C:3]2[O:12][C:11]([CH2:13][N:14]3[CH2:19][CH2:18][N:17]([S:20]([CH3:23])(=[O:22])=[O:21])[CH2:16][C@H:15]3[CH3:24])=[CH:10][C:4]=2[C:5](=[O:9])[N:6]([CH3:8])[CH:7]=1.[CH3:25][C:26]1([CH3:33])[C:30]([CH3:32])([CH3:31])[O:29][BH:28][O:27]1.C(N(CC)CC)C, predict the reaction product. The product is: [CH3:8][N:6]1[CH:7]=[C:2]([B:28]2[O:29][C:30]([CH3:32])([CH3:31])[C:26]([CH3:33])([CH3:25])[O:27]2)[C:3]2[O:12][C:11]([CH2:13][N:14]3[CH2:19][CH2:18][N:17]([S:20]([CH3:23])(=[O:22])=[O:21])[CH2:16][C@H:15]3[CH3:24])=[CH:10][C:4]=2[C:5]1=[O:9].